Dataset: Reaction yield outcomes from USPTO patents with 853,638 reactions. Task: Predict the reaction yield, written as a fraction of the theoretical maximum amount of product (1.0 means a 100% yield; for example, 0.34 means a 34% yield). (1) The reactants are [CH2:1]([C:8]1[O:9][C:10]2[CH:30]=[CH:29][CH:28]=[CH:27][C:11]=2[C:12]=1[C:13]1[CH:18]=[CH:17][C:16]([C:19]2[CH:24]=[CH:23][C:22]([CH2:25]O)=[CH:21][CH:20]=2)=[CH:15][CH:14]=1)[C:2]1[CH:7]=[CH:6][CH:5]=[CH:4][CH:3]=1.[Br:31]P(Br)(C1C=CC=CC=1)(C1C=CC=CC=1)C1C=CC=CC=1.O. The catalyst is C(#N)C. The product is [CH2:1]([C:8]1[O:9][C:10]2[CH:30]=[CH:29][CH:28]=[CH:27][C:11]=2[C:12]=1[C:13]1[CH:18]=[CH:17][C:16]([C:19]2[CH:24]=[CH:23][C:22]([CH2:25][Br:31])=[CH:21][CH:20]=2)=[CH:15][CH:14]=1)[C:2]1[CH:7]=[CH:6][CH:5]=[CH:4][CH:3]=1. The yield is 0.870. (2) The reactants are C([N:8]1[CH2:13][CH2:12][C@@H:11]([CH3:14])[C@@H:10]([N:15]([CH3:25])[C:16]2[C:17]3[CH:24]=[CH:23][NH:22][C:18]=3[N:19]=[CH:20][N:21]=2)[CH2:9]1)C1C=CC=CC=1.Cl. The catalyst is C(O)C. The product is [CH3:25][N:15]([C@@H:10]1[C@H:11]([CH3:14])[CH2:12][CH2:13][NH:8][CH2:9]1)[C:16]1[C:17]2[CH:24]=[CH:23][NH:22][C:18]=2[N:19]=[CH:20][N:21]=1. The yield is 0.900. (3) The reactants are [CH3:1][O:2][C:3]1[CH:4]=[C:5]2[C:10](=[CH:11][C:12]=1[O:13][CH3:14])[N:9]=[CH:8][N:7]=[C:6]2[CH:15]1[CH2:20][CH2:19][NH:18][CH2:17][CH2:16]1.[N+](C1C=CC([O:30][C:31](=O)[NH:32][C:33]2[CH:38]=[CH:37][C:36]([N:39]3[CH2:44][CH2:43][O:42][CH2:41][CH2:40]3)=[CH:35][CH:34]=2)=CC=1)([O-])=O. The product is [N:39]1([C:36]2[CH:35]=[CH:34][C:33]([NH:32][C:31]([N:18]3[CH2:19][CH2:20][CH:15]([C:6]4[C:5]5[C:10](=[CH:11][C:12]([O:13][CH3:14])=[C:3]([O:2][CH3:1])[CH:4]=5)[N:9]=[CH:8][N:7]=4)[CH2:16][CH2:17]3)=[O:30])=[CH:38][CH:37]=2)[CH2:40][CH2:41][O:42][CH2:43][CH2:44]1. The yield is 0.860. The catalyst is C(Cl)Cl.CO.N.C(Cl)Cl. (4) The reactants are [CH:1]1([C:4]2[C:12]3[C:11]([C:13](O)=[O:14])=[CH:10][C:9]([C:16]4[CH:21]=[CH:20][C:19]([OH:22])=[CH:18][CH:17]=4)=[N:8][C:7]=3[N:6]([CH:23]3[CH2:28][CH2:27][CH2:26][CH2:25][O:24]3)[N:5]=2)[CH2:3][CH2:2]1.CCN(C(C)C)C(C)C.[C:38]([O:42][C:43]([N:45]1[CH2:50][CH2:49][NH:48][CH2:47][CH2:46]1)=[O:44])([CH3:41])([CH3:40])[CH3:39]. The catalyst is C(Cl)Cl.O. The product is [C:38]([O:42][C:43]([N:45]1[CH2:50][CH2:49][N:48]([C:13]([C:11]2[C:12]3[C:4]([CH:1]4[CH2:3][CH2:2]4)=[N:5][N:6]([CH:23]4[CH2:28][CH2:27][CH2:26][CH2:25][O:24]4)[C:7]=3[N:8]=[C:9]([C:16]3[CH:17]=[CH:18][C:19]([OH:22])=[CH:20][CH:21]=3)[CH:10]=2)=[O:14])[CH2:47][CH2:46]1)=[O:44])([CH3:41])([CH3:39])[CH3:40]. The yield is 0.680.